This data is from Forward reaction prediction with 1.9M reactions from USPTO patents (1976-2016). The task is: Predict the product of the given reaction. (1) Given the reactants [OH:1][CH2:2][CH:3]1[CH2:5][O:4]1.[H-].[Na+].[CH2:8](Br)[C:9]1[CH:14]=[CH:13][CH:12]=[CH:11][CH:10]=1, predict the reaction product. The product is: [C:9]1([CH2:8][O:1][CH2:2][CH:3]2[CH2:5][O:4]2)[CH:14]=[CH:13][CH:12]=[CH:11][CH:10]=1. (2) Given the reactants [Br-:1].[Br-].[Br-].C([N+](CCCC)(CCCC)CCCC)CCC.C([N+](CCCC)(CCCC)CCCC)CCC.C([N+](CCCC)(CCCC)CCCC)CCC.[CH2:55]([C:57]1[CH:62]=[CH:61][CH:60]=[CH:59][C:58]=1[OH:63])[CH3:56], predict the reaction product. The product is: [Br:1][C:61]1[CH:60]=[CH:59][C:58]([OH:63])=[C:57]([CH2:55][CH3:56])[CH:62]=1. (3) The product is: [OH:12][C:11]([C:1]12[CH2:10][CH:5]3[CH2:6][CH:7]([CH2:9][CH:3]([CH2:4]3)[CH2:2]1)[CH2:8]2)([CH2:14][CH3:15])[CH2:19][CH3:20]. Given the reactants [C:1]12([C:11](Cl)=[O:12])[CH2:10][CH:5]3[CH2:6][CH:7]([CH2:9][CH:3]([CH2:4]3)[CH2:2]1)[CH2:8]2.[CH2:14]([Mg]I)[CH3:15].O1CC[CH2:20][CH2:19]1, predict the reaction product. (4) Given the reactants ClC(Cl)(Cl)[C:3]([C:5]1[CH:10]=[CH:9][CH:8]=[CH:7][CH:6]=1)=[O:4].[NH2:13]CC1C=CC=CN=1, predict the reaction product. The product is: [C:3]([NH2:13])(=[O:4])[C:5]1[CH:10]=[CH:9][CH:8]=[CH:7][CH:6]=1. (5) The product is: [Br:1][C:2]1[CH:3]=[C:4]([N:5]2[CH:29]=[C:19]([CH2:18][OH:17])[N:20]=[CH:23]2)[CH:6]=[C:7]([F:9])[CH:8]=1. Given the reactants [Br:1][C:2]1[CH:3]=[C:4]([CH:6]=[C:7]([F:9])[CH:8]=1)[NH2:5].C([O:17][CH2:18][CH3:19])(OCC)OCC.[N+:20]([CH2:23]C(OCC)=O)([O-])=O.[C:29](O)(=O)C, predict the reaction product. (6) Given the reactants [CH:1]1([C:7]2[CH:12]=[CH:11][C:10]([C:13]3[CH:22]=[C:21]([OH:23])[C:20]4[C:15](=[CH:16][CH:17]=[C:18]([NH:24][C:25](=[O:27])[CH3:26])[CH:19]=4)[N:14]=3)=[CH:9][CH:8]=2)[CH2:6][CH2:5][CH2:4][CH2:3][CH2:2]1.[C:28]1(C)C=CC=CC=1.S(OC)(OC)(=O)=O, predict the reaction product. The product is: [CH:1]1([C:7]2[CH:8]=[CH:9][C:10]([C:13]3[CH:22]=[C:21]([O:23][CH3:28])[C:20]4[C:15](=[CH:16][CH:17]=[C:18]([NH:24][C:25](=[O:27])[CH3:26])[CH:19]=4)[N:14]=3)=[CH:11][CH:12]=2)[CH2:2][CH2:3][CH2:4][CH2:5][CH2:6]1.